Dataset: Forward reaction prediction with 1.9M reactions from USPTO patents (1976-2016). Task: Predict the product of the given reaction. (1) Given the reactants [BH:1]([OH:3])[OH:2].[CH:4]([C:6]1[CH:7]=[CH:8][CH:9]=[CH:10][CH:11]=1)=[O:5].[CH2:12](O)[CH2:13]O.[CH2:16](OCC)C, predict the reaction product. The product is: [O:2]1[CH2:13][CH2:12][CH2:16][O:3][B:1]1[C:8]1[CH:7]=[C:6]([CH:11]=[CH:10][CH:9]=1)[CH:4]=[O:5]. (2) Given the reactants C1(C)C=CC([C@]([C@H](C(O)=O)O)(O)C(O)=O)=CC=1.[CH:18]([N:21]([CH2:25][CH2:26][CH:27]([C:34]1[CH:39]=[C:38]([Br:40])[CH:37]=[CH:36][C:35]=1[O:41][CH2:42][C:43]1[CH:48]=[CH:47][CH:46]=[CH:45][CH:44]=1)[C:28]1[CH:33]=[CH:32][CH:31]=[CH:30][CH:29]=1)[CH:22]([CH3:24])[CH3:23])([CH3:20])[CH3:19].[OH-].[Na+], predict the reaction product. The product is: [CH:18]([N:21]([CH2:25][CH2:26][C@@H:27]([C:34]1[CH:39]=[C:38]([Br:40])[CH:37]=[CH:36][C:35]=1[O:41][CH2:42][C:43]1[CH:44]=[CH:45][CH:46]=[CH:47][CH:48]=1)[C:28]1[CH:33]=[CH:32][CH:31]=[CH:30][CH:29]=1)[CH:22]([CH3:24])[CH3:23])([CH3:19])[CH3:20]. (3) Given the reactants [C:1]([C:5]1[CH:9]=[C:8]([NH:10][C:11]([NH:13][C@@H:14]2[C:23]3[C:18](=[CH:19][CH:20]=[CH:21][CH:22]=3)[C@H:17]([O:24][C:25]3[CH:26]=[CH:27][C:28]4[N:29]([C:31]([N:34]5[CH2:39][CH2:38][CH2:37][CH2:36][C@@H:35]5[CH3:40])=[N:32][N:33]=4)[CH:30]=3)[CH2:16][CH2:15]2)=[O:12])[N:7]([CH2:41][CH2:42][O:43]S(C)(=O)=O)[N:6]=1)([CH3:4])([CH3:3])[CH3:2].[CH3:48][NH:49][CH3:50].C1C[O:54]CC1, predict the reaction product. The product is: [CH:42]([OH:43])=[O:54].[C:1]([C:5]1[CH:9]=[C:8]([NH:10][C:11]([NH:13][C@@H:14]2[C:23]3[C:18](=[CH:19][CH:20]=[CH:21][CH:22]=3)[C@H:17]([O:24][C:25]3[CH:26]=[CH:27][C:28]4[N:29]([C:31]([N:34]5[CH2:39][CH2:38][CH2:37][CH2:36][C@@H:35]5[CH3:40])=[N:32][N:33]=4)[CH:30]=3)[CH2:16][CH2:15]2)=[O:12])[N:7]([CH2:41][CH2:42][N:49]([CH3:50])[CH3:48])[N:6]=1)([CH3:4])([CH3:3])[CH3:2]. (4) Given the reactants [F:1][CH:2]([F:13])[O:3][C:4]1[N:9]=[CH:8][N:7]=[C:6]([CH2:10]O)[C:5]=1[CH3:12].S(Cl)([Cl:16])=O, predict the reaction product. The product is: [Cl:16][CH2:10][C:6]1[C:5]([CH3:12])=[C:4]([O:3][CH:2]([F:13])[F:1])[N:9]=[CH:8][N:7]=1. (5) Given the reactants [C:1]([O:5][C:6](=[O:28])[N:7]([CH2:13][C:14]1[CH:19]=[CH:18][C:17]([C:20]2[CH:25]=[CH:24][C:23]([NH2:26])=[CH:22][CH:21]=2)=[C:16]([CH3:27])[CH:15]=1)[CH2:8][CH2:9][CH:10]([CH3:12])[CH3:11])([CH3:4])([CH3:3])[CH3:2].C(N(CC)CC)C.[CH3:36][S:37](Cl)(=[O:39])=[O:38], predict the reaction product. The product is: [C:1]([O:5][C:6](=[O:28])[N:7]([CH2:13][C:14]1[CH:19]=[CH:18][C:17]([C:20]2[CH:25]=[CH:24][C:23]([NH:26][S:37]([CH3:36])(=[O:39])=[O:38])=[CH:22][CH:21]=2)=[C:16]([CH3:27])[CH:15]=1)[CH2:8][CH2:9][CH:10]([CH3:12])[CH3:11])([CH3:2])([CH3:3])[CH3:4]. (6) Given the reactants [CH3:1][O:2][C:3]1[CH:8]=[N:7][C:6]([O:9][CH3:10])=[C:5]2[NH:11][CH:12]=[C:13]([C:14](=[O:18])[C:15]([OH:17])=O)[C:4]=12.[C:19]1([C:25]2([C:33]#[N:34])[C:27]3([CH2:32][CH2:31][NH:30][CH2:29][CH2:28]3)[CH2:26]2)[CH:24]=[CH:23][CH:22]=[CH:21][CH:20]=1.CN([P+](ON1N=NC2C=CC=CC1=2)(N(C)C)N(C)C)C.F[P-](F)(F)(F)(F)F.CCN(C(C)C)C(C)C, predict the reaction product. The product is: [CH3:1][O:2][C:3]1[CH:8]=[N:7][C:6]([O:9][CH3:10])=[C:5]2[NH:11][CH:12]=[C:13]([C:14](=[O:18])[C:15]([N:30]3[CH2:29][CH2:28][C:27]4([C:25]([C:19]5[CH:20]=[CH:21][CH:22]=[CH:23][CH:24]=5)([C:33]#[N:34])[CH2:26]4)[CH2:32][CH2:31]3)=[O:17])[C:4]=12. (7) Given the reactants [CH3:1][C:2]1[O:3][C:4]([CH3:10])=[C:5]([C:7]([OH:9])=O)[N:6]=1.C1C=CC2N(O)N=NC=2C=1.Cl.Cl.[CH3:23][O:24][C:25](=[O:73])[C@@H:26]([NH:42][C:43]([C@@H:45]1[CH2:54][C:53]2[CH:52]=[C:51]3[O:55][CH2:56][C@H:57]([C:59]4[CH:64]=[CH:63][CH:62]=[C:61]([O:65][CH2:66][CH:67]5[CH2:72][CH2:71][CH2:70][CH2:69][CH2:68]5)[CH:60]=4)[O:58][C:50]3=[CH:49][C:48]=2[CH2:47][NH:46]1)=[O:44])[CH2:27][C:28]1[CH:33]=[CH:32][C:31]([C:34]2[CH:39]=[CH:38][N:37]=[C:36]([CH3:40])[C:35]=2[CH3:41])=[CH:30][CH:29]=1.CCN(C(C)C)C(C)C, predict the reaction product. The product is: [CH3:23][O:24][C:25](=[O:73])[C@@H:26]([NH:42][C:43]([C@@H:45]1[CH2:54][C:53]2[CH:52]=[C:51]3[O:55][CH2:56][C@H:57]([C:59]4[CH:64]=[CH:63][CH:62]=[C:61]([O:65][CH2:66][CH:67]5[CH2:68][CH2:69][CH2:70][CH2:71][CH2:72]5)[CH:60]=4)[O:58][C:50]3=[CH:49][C:48]=2[CH2:47][N:46]1[C:7]([C:5]1[N:6]=[C:2]([CH3:1])[O:3][C:4]=1[CH3:10])=[O:9])=[O:44])[CH2:27][C:28]1[CH:33]=[CH:32][C:31]([C:34]2[CH:39]=[CH:38][N:37]=[C:36]([CH3:40])[C:35]=2[CH3:41])=[CH:30][CH:29]=1. (8) Given the reactants [CH3:1][O:2][C:3]1[C:20]([O:21][CH3:22])=[CH:19][C:6]([C:7]([C:9]2[NH:13][N:12]=[N:11][C:10]=2[C:14]([O:16][CH2:17][CH3:18])=[O:15])=[O:8])=[C:5]([N+:23]([O-:25])=[O:24])[CH:4]=1.O.C1(C)C=CC(S(O)(=O)=O)=CC=1.[CH2:38]([O:40][CH2:41]OCC)[CH3:39], predict the reaction product. The product is: [CH2:38]([O:40][CH2:41][N:12]1[N:11]=[C:10]([C:14]([O:16][CH2:17][CH3:18])=[O:15])[C:9]([C:7](=[O:8])[C:6]2[CH:19]=[C:20]([O:21][CH3:22])[C:3]([O:2][CH3:1])=[CH:4][C:5]=2[N+:23]([O-:25])=[O:24])=[N:13]1)[CH3:39]. (9) Given the reactants [CH2:1]([NH2:4])[CH2:2][NH2:3].[C:5](O[C:5]([O:7][C:8]([CH3:11])([CH3:10])[CH3:9])=[O:6])([O:7][C:8]([CH3:11])([CH3:10])[CH3:9])=[O:6], predict the reaction product. The product is: [NH2:3][CH2:2][CH2:1][NH:4][C:5]([O:7][C:8]([CH3:11])([CH3:10])[CH3:9])=[O:6].